This data is from Full USPTO retrosynthesis dataset with 1.9M reactions from patents (1976-2016). The task is: Predict the reactants needed to synthesize the given product. (1) The reactants are: Cl[C:2]1[N:3]=[C:4]([N:24]2[CH2:29][CH2:28][O:27][CH2:26][CH2:25]2)[C:5]2[O:10][C:9]([CH2:11][N:12]3[CH2:17][CH2:16][N:15]([C:18]([CH3:23])([CH3:22])[C:19]([NH2:21])=[O:20])[CH2:14][CH2:13]3)=[CH:8][C:6]=2[N:7]=1.[CH3:30][C:31]1[NH:35][C:34]2[CH:36]=[CH:37][CH:38]=[CH:39][C:33]=2[N:32]=1.CC(C1C=C(C(C)C)C(C2C=CC=CC=2P(C2CCCCC2)C2CCCCC2)=C(C(C)C)C=1)C.C(=O)([O-])[O-].[Cs+].[Cs+]. Given the product [CH3:22][C:18]([N:15]1[CH2:16][CH2:17][N:12]([CH2:11][C:9]2[O:10][C:5]3[C:4]([N:24]4[CH2:29][CH2:28][O:27][CH2:26][CH2:25]4)=[N:3][C:2]([N:32]4[C:33]5[CH:39]=[CH:38][CH:37]=[CH:36][C:34]=5[N:35]=[C:31]4[CH3:30])=[N:7][C:6]=3[CH:8]=2)[CH2:13][CH2:14]1)([CH3:23])[C:19]([NH2:21])=[O:20], predict the reactants needed to synthesize it. (2) Given the product [CH:1]([O:4][C:5]([C@H:7]1[CH2:8][CH2:9][C@@H:10]([C:13]2[CH:14]=[CH:15][C:16]([NH2:19])=[CH:17][CH:18]=2)[CH2:11][CH2:12]1)=[O:6])([CH3:3])[CH3:2], predict the reactants needed to synthesize it. The reactants are: [CH:1]([O:4][C:5]([C@H:7]1[CH2:12][CH2:11][C@@H:10]([C:13]2[CH:18]=[CH:17][C:16]([N+:19]([O-])=O)=[CH:15][CH:14]=2)[CH2:9][CH2:8]1)=[O:6])([CH3:3])[CH3:2]. (3) Given the product [Cl:28][C:23]1[CH:22]=[C:21]([NH:20][C:12]2[C:11]3[C:10]4[CH2:9][CH2:8][N:7]([C:5](=[O:6])/[CH:4]=[CH:3]/[CH2:2][N:32]([CH:29]([CH3:31])[CH3:30])[CH3:33])[CH2:19][C:18]=4[S:17][C:16]=3[N:15]=[CH:14][N:13]=2)[CH:26]=[CH:25][C:24]=1[F:27], predict the reactants needed to synthesize it. The reactants are: Br[CH2:2][CH:3]=[CH:4][C:5]([N:7]1[CH2:19][C:18]2[S:17][C:16]3[N:15]=[CH:14][N:13]=[C:12]([NH:20][C:21]4[CH:26]=[CH:25][C:24]([F:27])=[C:23]([Cl:28])[CH:22]=4)[C:11]=3[C:10]=2[CH2:9][CH2:8]1)=[O:6].[CH:29]([NH:32][CH3:33])([CH3:31])[CH3:30].CCN(C(C)C)C(C)C.CO.ClCCl. (4) The reactants are: Cl.Cl.[Cl:3][C:4]1[C:12]2[NH:11][N:10]=[CH:9][C:8]=2[C:7]2[CH2:13][N:14]([CH2:23][C:24]3[CH:29]=[CH:28][N:27]=[CH:26][CH:25]=3)[C:15](=[O:22])[C@H:16]([CH2:18][C:19](O)=[O:20])[CH2:17][C:6]=2[CH:5]=1.[C:30]1([C:36]2[NH:37][C:38](=[O:47])[N:39]([CH:41]3[CH2:46][CH2:45][NH:44][CH2:43][CH2:42]3)[CH:40]=2)[CH:35]=[CH:34][CH:33]=[CH:32][CH:31]=1.ClC1C2NN=CC=2C2CN(CC(C)(C)C)C(=O)[C@H](CC(=O)N3CCC(N4CC5C(=CC=CC=5)NC4=O)CC3)CC=2C=1. Given the product [Cl:3][C:4]1[C:12]2[NH:11][N:10]=[CH:9][C:8]=2[C:7]2[CH2:13][N:14]([CH2:23][C:24]3[CH:25]=[CH:26][N:27]=[CH:28][CH:29]=3)[C:15](=[O:22])[C@H:16]([CH2:18][C:19](=[O:20])[N:44]3[CH2:43][CH2:42][CH:41]([N:39]4[CH:40]=[C:36]([C:30]5[CH:31]=[CH:32][CH:33]=[CH:34][CH:35]=5)[NH:37][C:38]4=[O:47])[CH2:46][CH2:45]3)[CH2:17][C:6]=2[CH:5]=1, predict the reactants needed to synthesize it. (5) Given the product [N:1]1[NH:4][CH:6]=[C:7]2[CH2:8][N:9]([C:13]([O:15][C:16]([CH3:19])([CH3:18])[CH3:17])=[O:14])[CH2:10][C:11]=12, predict the reactants needed to synthesize it. The reactants are: [NH2:1]N.C[N:4](/[CH:6]=[C:7]1/[CH2:8][N:9]([C:13]([O:15][C:16]([CH3:19])([CH3:18])[CH3:17])=[O:14])[CH2:10][C:11]/1=O)C. (6) The reactants are: CS(O[CH2:6][C:7]1[C:8]([CH:33]([O:36][CH3:37])[O:34][CH3:35])=[N:9][C:10]2[N:11]([C:17](=[O:32])[NH:18][C:19]3[CH:24]=[C:23]([NH:25][CH2:26][CH2:27][O:28][CH3:29])[C:22]([C:30]#[N:31])=[CH:21][N:20]=3)[CH2:12][CH2:13][CH2:14][C:15]=2[CH:16]=1)(=O)=O.[CH3:38][NH2:39]. Given the product [C:30]([C:22]1[C:23]([NH:25][CH2:26][CH2:27][O:28][CH3:29])=[CH:24][C:19]([NH:18][C:17]([N:11]2[C:10]3[C:15](=[CH:16][C:7]([CH2:6][NH:39][CH3:38])=[C:8]([CH:33]([O:34][CH3:35])[O:36][CH3:37])[N:9]=3)[CH2:14][CH2:13][CH2:12]2)=[O:32])=[N:20][CH:21]=1)#[N:31], predict the reactants needed to synthesize it. (7) Given the product [OH2:19].[Cl:1][C:2]1[CH:3]=[C:4]([C:8]2[C:17]3[C:12](=[CH:13][CH:14]=[C:15]([C:18]([C:27]4[CH:28]=[CH:29][C:30]([Cl:33])=[CH:31][CH:32]=4)([C:20]4[N:24]([CH3:25])[CH:23]=[N:22][N:21]=4)[OH:19])[CH:16]=3)[N:11]=[C:10]([CH3:34])[CH:9]=2)[CH:5]=[CH:6][CH:7]=1, predict the reactants needed to synthesize it. The reactants are: [Cl:1][C:2]1[CH:3]=[C:4]([C:8]2[C:17]3[C:12](=[CH:13][CH:14]=[C:15]([C:18]([C:27]4[CH:32]=[CH:31][C:30]([Cl:33])=[CH:29][CH:28]=4)([C:20]4[N:24]([CH3:25])[C:23](S)=[N:22][N:21]=4)[OH:19])[CH:16]=3)[N:11]=[C:10]([CH3:34])[CH:9]=2)[CH:5]=[CH:6][CH:7]=1.N([O-])=O.[Na+].C(=O)([O-])[O-].[K+].[K+]. (8) Given the product [Cl:16][C:13]1[CH:14]=[CH:2][C:3]([O:4][C@@H:5]([CH3:10])[C:6]([O:8][CH3:9])=[O:7])=[CH:11][C:12]=1[CH3:15], predict the reactants needed to synthesize it. The reactants are: Cl[C:2]1[CH:14]=[CH:13][C:12]([CH3:15])=[CH:11][C:3]=1[O:4][C@@H:5]([CH3:10])[C:6]([O:8][CH3:9])=[O:7].[Cl:16]C1C=CC(O)=CC=1C. (9) Given the product [ClH:37].[CH3:36][S:33]([C:29]1[CH:28]=[C:27]([C:23]2[CH:24]=[CH:25][CH:26]=[C:21]([CH:10]3[CH2:9][NH:8][CH2:13][CH2:12][N:11]3[C:14]3[CH:19]=[CH:18][CH:17]=[CH:16][C:15]=3[CH3:20])[CH:22]=2)[CH:32]=[CH:31][CH:30]=1)(=[O:34])=[O:35], predict the reactants needed to synthesize it. The reactants are: C(OC([N:8]1[CH2:13][CH2:12][N:11]([C:14]2[CH:19]=[CH:18][CH:17]=[CH:16][C:15]=2[CH3:20])[CH:10]([C:21]2[CH:22]=[C:23]([C:27]3[CH:32]=[CH:31][CH:30]=[C:29]([S:33]([CH3:36])(=[O:35])=[O:34])[CH:28]=3)[CH:24]=[CH:25][CH:26]=2)[CH2:9]1)=O)(C)(C)C.[ClH:37]. (10) Given the product [Br:1][C:2]1[CH:10]=[CH:9][C:5]([C:6]([O:8][CH3:16])=[O:7])=[CH:4][C:3]=1[CH3:11], predict the reactants needed to synthesize it. The reactants are: [Br:1][C:2]1[CH:10]=[CH:9][C:5]([C:6]([OH:8])=[O:7])=[CH:4][C:3]=1[CH3:11].O=S(Cl)Cl.[CH3:16]O.